From a dataset of Reaction yield outcomes from USPTO patents with 853,638 reactions. Predict the reaction yield, written as a fraction of the theoretical maximum amount of product (1.0 means a 100% yield; for example, 0.34 means a 34% yield). (1) The reactants are [C:1]([C:3]1[CH:4]=[C:5]2[C:9](=[CH:10][CH:11]=1)[NH:8][CH:7]=[CH:6]2)#[N:2].[OH-].[Na+].[I:14]I.S([O-])([O-])(=O)=S.[Na+].[Na+]. The catalyst is CN(C=O)C. The product is [C:1]([C:3]1[CH:4]=[C:5]2[C:9](=[CH:10][CH:11]=1)[NH:8][CH:7]=[C:6]2[I:14])#[N:2]. The yield is 0.750. (2) The reactants are [CH2:1]([Li])CCC.[C:6]([Si:10]([CH3:22])([CH3:21])[O:11][C:12]1[CH:17]=[CH:16][C:15]([C:18](=O)[CH3:19])=[CH:14][CH:13]=1)([CH3:9])([CH3:8])[CH3:7]. The catalyst is [Br-].C[P+](C1C=CC=CC=1)(C1C=CC=CC=1)C1C=CC=CC=1.C1COCC1. The product is [C:6]([Si:10]([O:11][C:12]1[CH:17]=[CH:16][C:15]([C:18]([CH3:1])=[CH2:19])=[CH:14][CH:13]=1)([CH3:22])[CH3:21])([CH3:9])([CH3:8])[CH3:7]. The yield is 0.840. (3) The reactants are [CH2:1]([N:5]([CH2:29][CH2:30][CH2:31][CH3:32])[C:6]1[CH:11]=[CH:10][C:9]([CH:12]=[CH:13][C:14]2[CH2:19][C:18]([CH3:21])([CH3:20])[CH2:17][C:16](=[CH:22][CH:23]=O)[C:15]=2[O:25][CH3:26])=[C:8]([O:27][CH3:28])[CH:7]=1)[CH2:2][CH2:3][CH3:4].[C:33]([C:35]1[C:36](=[C:46]([C:49]#[N:50])[C:47]#[N:48])[O:37][C:38]([CH3:45])([C:41]([F:44])([F:43])[F:42])[C:39]=1[CH3:40])#[N:34]. The catalyst is C(O)C. The product is [CH2:29]([N:5]([CH2:1][CH2:2][CH2:3][CH3:4])[C:6]1[CH:11]=[CH:10][C:9]([CH:12]=[CH:13][C:14]2[CH2:19][C:18]([CH3:21])([CH3:20])[CH2:17][C:16](=[CH:22][CH:23]=[CH:40][C:39]3[C:38]([CH3:45])([C:41]([F:44])([F:42])[F:43])[O:37][C:36](=[C:46]([C:47]#[N:48])[C:49]#[N:50])[C:35]=3[C:33]#[N:34])[C:15]=2[O:25][CH3:26])=[C:8]([O:27][CH3:28])[CH:7]=1)[CH2:30][CH2:31][CH3:32]. The yield is 0.736.